This data is from Full USPTO retrosynthesis dataset with 1.9M reactions from patents (1976-2016). The task is: Predict the reactants needed to synthesize the given product. (1) Given the product [N:39]([C@@H:3]1[C:2]([F:17])([F:1])[CH2:7][CH2:6][CH2:5][C@@H:4]1[NH:8][C:9](=[O:15])[O:10][C:11]([CH3:14])([CH3:13])[CH3:12])=[N+:40]=[N-:41].[N:39]([C@H:3]1[C@H:4]([NH:8][C:9](=[O:15])[O:10][C:11]([CH3:14])([CH3:13])[CH3:12])[C:28]([F:31])([F:29])[CH2:6][CH2:7][CH2:2]1)=[N+:40]=[N-:41], predict the reactants needed to synthesize it. The reactants are: [F:1][C:2]1([F:17])[CH2:7][CH2:6][CH2:5][C@H:4]([NH:8][C:9](=[O:15])[O:10][C:11]([CH3:14])([CH3:13])[CH3:12])[C@H:3]1O.N1C=CC=CC=1.O(S(C(F)(F)F)(=O)=O)S([C:28]([F:31])(F)[F:29])(=O)=O.[N-:39]=[N+:40]=[N-:41].[Na+]. (2) Given the product [CH:22]([N:12]([C:10](=[O:11])[CH2:9][CH2:8][C:3]1[CH:4]=[CH:5][CH:6]=[CH:7][C:2]=1[C:37]1[CH:36]=[CH:35][CH:34]=[C:33]([O:32][CH3:31])[CH:38]=1)[NH:13][C:14](=[O:21])[C:15]1[CH:20]=[CH:19][CH:18]=[CH:17][CH:16]=1)([CH3:24])[CH3:23], predict the reactants needed to synthesize it. The reactants are: Br[C:2]1[CH:7]=[CH:6][CH:5]=[CH:4][C:3]=1[CH2:8][CH2:9][C:10]([N:12]([CH:22]([CH3:24])[CH3:23])[NH:13][C:14](=[O:21])[C:15]1[CH:20]=[CH:19][CH:18]=[CH:17][CH:16]=1)=[O:11].C([O-])([O-])=O.[Na+].[Na+].[CH3:31][O:32][C:33]1[CH:34]=[C:35](B(O)O)[CH:36]=[CH:37][CH:38]=1. (3) Given the product [F:12][C:10]1[CH:11]=[C:3]([F:2])[CH:4]=[C:5]2[C:9]=1/[C:8](=[CH:39]/[C:38]1[N:34]([CH3:33])[N:35]=[CH:36][N:37]=1)/[O:7][C:6]2=[O:32], predict the reactants needed to synthesize it. The reactants are: [Br-].[F:2][C:3]1[CH:4]=[C:5]2[C:9](=[C:10]([F:12])[CH:11]=1)[CH:8]([P+](C1C=CC=CC=1)(C1C=CC=CC=1)C1C=CC=CC=1)[O:7][C:6]2=[O:32].[CH3:33][N:34]1[C:38]([CH:39]=O)=[N:37][CH:36]=[N:35]1. (4) Given the product [CH3:12][CH:13]1[CH2:18][CH2:17][CH2:16][N:15]([C:7]2[CH:8]=[CH:19][NH:5][C:4](=[S:6])[C:3]=2[C:1]#[N:2])[CH2:14]1, predict the reactants needed to synthesize it. The reactants are: [C:1](/[C:3](=[C:7](/OCC)\[CH3:8])/[C:4](=[S:6])[NH2:5])#[N:2].[CH3:12][CH:13]1[CH2:18][CH2:17][CH2:16][NH:15][CH2:14]1.[CH3:19]OC(OC)N(C)C.[OH-].[Na+]. (5) Given the product [F:1][C:2]1[CH:7]=[CH:6][C:5]([CH2:8][C:9]2[CH:18]=[C:17]3[C:12]([C:13]([OH:34])=[C:14]([C:29]([NH:35][C@H:36]([CH3:45])[CH2:37][C:38]([O:40][C:41]([CH3:44])([CH3:43])[CH3:42])=[O:39])=[O:30])[C:15](=[O:28])[N:16]3[CH2:19][CH2:20][N:21]3[CH2:26][CH2:25][CH2:24][CH2:23][C:22]3=[O:27])=[N:11][CH:10]=2)=[CH:4][CH:3]=1, predict the reactants needed to synthesize it. The reactants are: [F:1][C:2]1[CH:7]=[CH:6][C:5]([CH2:8][C:9]2[CH:18]=[C:17]3[C:12]([C:13]([OH:34])=[C:14]([C:29](OCC)=[O:30])[C:15](=[O:28])[N:16]3[CH2:19][CH2:20][N:21]3[CH2:26][CH2:25][CH2:24][CH2:23][C:22]3=[O:27])=[N:11][CH:10]=2)=[CH:4][CH:3]=1.[NH2:35][C@H:36]([CH3:45])[CH2:37][C:38]([O:40][C:41]([CH3:44])([CH3:43])[CH3:42])=[O:39].